This data is from Catalyst prediction with 721,799 reactions and 888 catalyst types from USPTO. The task is: Predict which catalyst facilitates the given reaction. (1) Reactant: [Br:1]N1C(=O)CCC1=O.[C:9]([O:13][CH:14]([C:20]1[C:24]([C:25]2[CH:26]=[CH:27][C:28]3[O:33][CH2:32][CH2:31][CH2:30][C:29]=3[CH:34]=2)=[CH:23][S:22][C:21]=1[CH3:35])[C:15]([O:17][CH2:18][CH3:19])=[O:16])([CH3:12])([CH3:11])[CH3:10].O. Product: [Br:1][C:23]1[S:22][C:21]([CH3:35])=[C:20]([CH:14]([O:13][C:9]([CH3:12])([CH3:10])[CH3:11])[C:15]([O:17][CH2:18][CH3:19])=[O:16])[C:24]=1[C:25]1[CH:26]=[CH:27][C:28]2[O:33][CH2:32][CH2:31][CH2:30][C:29]=2[CH:34]=1. The catalyst class is: 42. (2) Reactant: C(OC([N:8]1[CH2:13][C@H:12]([O:14][CH2:15][C:16]2[CH:25]=[C:24]([O:26][CH3:27])[C:23]3[C:18](=[CH:19][CH:20]=[CH:21][CH:22]=3)[CH:17]=2)[C@@H:11]([C:28]2[CH:33]=[CH:32][C:31]([O:34][CH2:35][CH2:36][CH2:37][O:38][C:39]3[CH:44]=[CH:43][CH:42]=[CH:41][C:40]=3[C:45]#[N:46])=[CH:30][CH:29]=2)[C@H:10]([O:47][CH2:48][C@H:49]([OH:56])[CH2:50][O:51][CH2:52][CH2:53][O:54][CH3:55])[CH2:9]1)=O)(C)(C)C.Cl. Product: [OH:56][C@H:49]([CH2:50][O:51][CH2:52][CH2:53][O:54][CH3:55])[CH2:48][O:47][C@H:10]1[C@H:11]([C:28]2[CH:29]=[CH:30][C:31]([O:34][CH2:35][CH2:36][CH2:37][O:38][C:39]3[CH:44]=[CH:43][CH:42]=[CH:41][C:40]=3[C:45]#[N:46])=[CH:32][CH:33]=2)[C@@H:12]([O:14][CH2:15][C:16]2[CH:25]=[C:24]([O:26][CH3:27])[C:23]3[C:18](=[CH:19][CH:20]=[CH:21][CH:22]=3)[CH:17]=2)[CH2:13][NH:8][CH2:9]1. The catalyst class is: 5. (3) Product: [CH3:13][O:12][C:10]([C:9]1[CH2:8][S:1][CH2:2][CH2:3][C:4]=1[OH:6])=[O:11]. Reactant: [S:1]([CH2:8][CH2:9][C:10]([O:12][CH3:13])=[O:11])[CH2:2][CH2:3][C:4]([O:6]C)=O.[H-].[Na+].C(=O)(O)[O-].[Na+]. The catalyst class is: 57. (4) Reactant: Cl[C:2]1[CH:7]=[CH:6][N:5]=[C:4]([C:8]#[N:9])[CH:3]=1.C(=O)([O-])[O-].[K+].[K+].[CH3:16][C:17]1[CH:22]=[CH:21][CH:20]=[CH:19][C:18]=1B(O)O.[Cl-].[NH4+]. Product: [CH3:16][C:17]1[CH:22]=[CH:21][CH:20]=[CH:19][C:18]=1[C:2]1[CH:7]=[CH:6][N:5]=[C:4]([C:8]#[N:9])[CH:3]=1. The catalyst class is: 203.